Dataset: Reaction yield outcomes from USPTO patents with 853,638 reactions. Task: Predict the reaction yield, written as a fraction of the theoretical maximum amount of product (1.0 means a 100% yield; for example, 0.34 means a 34% yield). (1) The catalyst is C1COCC1. The reactants are C1(S([N:10]2[CH:14]=[C:13]([C:15]([C:17]3[CH:22]=[C:21]([O:23][CH3:24])[C:20]([O:25][CH3:26])=[C:19]([O:27][CH3:28])[CH:18]=3)=[O:16])[N:12]=[C:11]2[C:29]2[CH:34]=[CH:33][C:32]([CH3:35])=[CH:31][CH:30]=2)(=O)=O)C=CC=CC=1.[F-].C([N+](CCCC)(CCCC)CCCC)CCC.C([O-])(O)=O.[Na+]. The yield is 0.885. The product is [C:32]1([CH3:35])[CH:31]=[CH:30][C:29]([C:11]2[NH:10][CH:14]=[C:13]([C:15]([C:17]3[CH:22]=[C:21]([O:23][CH3:24])[C:20]([O:25][CH3:26])=[C:19]([O:27][CH3:28])[CH:18]=3)=[O:16])[N:12]=2)=[CH:34][CH:33]=1. (2) The reactants are [CH3:1][O:2][CH2:3][O:4][C:5]1[CH:6]=[N:7][CH:8]=[CH:9][CH:10]=1.CCCCC.C([Li])(C)(C)C.[CH3:21][O:22][C:23]([C:25]1[CH:32]=[CH:31][C:28]([CH:29]=[O:30])=[CH:27][CH:26]=1)=[O:24].[Cl-].[NH4+]. The catalyst is C(OCC)C. The product is [CH3:21][O:22][C:23]([C:25]1[CH:32]=[CH:31][C:28]([CH:29]([C:10]2[CH:9]=[CH:8][N:7]=[CH:6][C:5]=2[O:4][CH2:3][O:2][CH3:1])[OH:30])=[CH:27][CH:26]=1)=[O:24]. The yield is 0.0940.